Dataset: Reaction yield outcomes from USPTO patents with 853,638 reactions. Task: Predict the reaction yield, written as a fraction of the theoretical maximum amount of product (1.0 means a 100% yield; for example, 0.34 means a 34% yield). (1) The reactants are [Br:1][C:2]1[CH:23]=[CH:22][C:5]([C:6]([NH:8][C:9]2[CH:14]=[CH:13][CH:12]=[CH:11][C:10]=2[NH:15][C:16]2[CH:21]=[CH:20][CH:19]=[CH:18][CH:17]=2)=O)=[CH:4][CH:3]=1.P(Cl)(Cl)(Cl)=O. The catalyst is O1CCOCC1. The product is [Br:1][C:2]1[CH:23]=[CH:22][C:5]([C:6]2[N:15]([C:16]3[CH:21]=[CH:20][CH:19]=[CH:18][CH:17]=3)[C:10]3[CH:11]=[CH:12][CH:13]=[CH:14][C:9]=3[N:8]=2)=[CH:4][CH:3]=1. The yield is 0.900. (2) The reactants are [OH-].[K+].[CH3:3][C:4]1[CH:9]=[CH:8][C:7]([C:10]2[N:11]=[C:12]3[CH:17]=[CH:16][C:15]([CH3:18])=[CH:14][N:13]3[C:19]=2[C:20](=O)[C:21]([O:23]CC)=[O:22])=[CH:6][CH:5]=1.NN.C(O)(=O)C. The catalyst is O.C(O)C.CO. The product is [CH3:3][C:4]1[CH:5]=[CH:6][C:7]([C:10]2[N:11]=[C:12]3[CH:17]=[CH:16][C:15]([CH3:18])=[CH:14][N:13]3[C:19]=2[CH2:20][C:21]([OH:23])=[O:22])=[CH:8][CH:9]=1. The yield is 0.965. (3) The reactants are [CH3:1][C:2]1[CH:7]=[C:6]([CH3:8])[NH:5][C:4](=[O:9])[C:3]=1[CH2:10][NH:11][C:12]([C:14]1[C:15]2[CH:32]=[N:31][N:30]([CH:33]([CH3:35])[CH3:34])[C:16]=2[N:17]=[C:18]([C:20]2[CH2:21][CH2:22][N:23]([S:26]([CH3:29])(=[O:28])=[O:27])[CH2:24][CH:25]=2)[CH:19]=1)=[O:13]. The catalyst is CCO.[Pd]. The product is [CH3:1][C:2]1[CH:7]=[C:6]([CH3:8])[NH:5][C:4](=[O:9])[C:3]=1[CH2:10][NH:11][C:12]([C:14]1[C:15]2[CH:32]=[N:31][N:30]([CH:33]([CH3:35])[CH3:34])[C:16]=2[N:17]=[C:18]([CH:20]2[CH2:21][CH2:22][N:23]([S:26]([CH3:29])(=[O:28])=[O:27])[CH2:24][CH2:25]2)[CH:19]=1)=[O:13]. The yield is 0.120. (4) The product is [CH3:27][O:26][CH:21]([O:24][CH3:25])[C:13]1[CH:16]=[CH:17][C:10]([O:9][CH2:8][CH2:7][N:4]2[CH2:3][CH2:2][O:1][CH2:6][CH2:5]2)=[C:11]([N+:18]([O-:20])=[O:19])[CH:12]=1. The yield is 0.970. The catalyst is ClCCl. The reactants are [O:1]1[CH2:6][CH2:5][N:4]([CH2:7][CH2:8][O:9][C:10]2[CH:17]=[CH:16][C:13](C=O)=[CH:12][C:11]=2[N+:18]([O-:20])=[O:19])[CH2:3][CH2:2]1.[CH:21]([O:26][CH3:27])([O:24][CH3:25])OC.Cl.CO.C(=O)([O-])[O-].[K+].[K+]. (5) The reactants are [N:1]12[CH2:8][CH2:7][C:4]([C:9]([C:17]3[CH:22]=[CH:21][CH:20]=[CH:19][CH:18]=3)([C:11]3[CH:16]=[CH:15][CH:14]=[CH:13][CH:12]=3)[OH:10])([CH2:5][CH2:6]1)[CH2:3][CH2:2]2.[Br:23][CH2:24][CH2:25][CH2:26][O:27][C:28]1[CH:33]=[CH:32][CH:31]=[CH:30][C:29]=1[Br:34]. The catalyst is CC#N. The product is [Br-:23].[Br:34][C:29]1[CH:30]=[CH:31][CH:32]=[CH:33][C:28]=1[O:27][CH2:26][CH2:25][CH2:24][N+:1]12[CH2:6][CH2:5][C:4]([C:9]([OH:10])([C:17]3[CH:22]=[CH:21][CH:20]=[CH:19][CH:18]=3)[C:11]3[CH:12]=[CH:13][CH:14]=[CH:15][CH:16]=3)([CH2:3][CH2:2]1)[CH2:7][CH2:8]2. The yield is 0.748. (6) The reactants are [Cl:1][C:2]1[CH:3]=[C:4]([N:9]2C(=O)[O:12][N:11]=[C:10]2[C:15]2[C:16]([NH:20][CH2:21][CH2:22][NH:23][S:24]([NH2:27])(=[O:26])=[O:25])=[N:17][O:18][N:19]=2)[CH:5]=[CH:6][C:7]=1[F:8].[OH-].[Na+]. The catalyst is CO. The product is [NH2:27][S:24]([NH:23][CH2:22][CH2:21][NH:20][C:16]1[C:15]([C:10](=[N:11][OH:12])[NH:9][C:4]2[CH:5]=[CH:6][C:7]([F:8])=[C:2]([Cl:1])[CH:3]=2)=[N:19][O:18][N:17]=1)(=[O:25])=[O:26]. The yield is 0.920. (7) The reactants are [Br:1][C:2]1[CH:7]=[CH:6][C:5]([N+:8]([O-:10])=[O:9])=[C:4]([CH3:11])[CH:3]=1.[Cl:12][C:13]1[CH:20]=[CH:19][CH:18]=[C:17]([F:21])[C:14]=1[CH:15]=[O:16].C1CCN2C(=NCCC2)CC1. The catalyst is CS(C)=O. The product is [Br:1][C:2]1[CH:7]=[CH:6][C:5]([N+:8]([O-:10])=[O:9])=[C:4]([CH2:11][CH:15]([C:14]2[C:17]([F:21])=[CH:18][CH:19]=[CH:20][C:13]=2[Cl:12])[OH:16])[CH:3]=1. The yield is 0.640. (8) The reactants are [CH3:1][O:2][C:3]1[CH:4]=[C:5]([C:20](O)([CH3:22])[CH3:21])[C:6]2[O:10][C:9]([C:11]3[CH:16]=[CH:15][C:14]([O:17][CH3:18])=[CH:13][CH:12]=3)=[CH:8][C:7]=2[CH:19]=1. The catalyst is C1COCC1. The product is [C:20]([C:5]1[C:6]2[O:10][C:9]([C:11]3[CH:16]=[CH:15][C:14]([O:17][CH3:18])=[CH:13][CH:12]=3)=[CH:8][C:7]=2[CH:19]=[C:3]([O:2][CH3:1])[CH:4]=1)([CH3:22])=[CH2:21]. The yield is 0.770. (9) The reactants are [CH2:1]([O:3][C:4]([C:6]1([CH2:24][CH2:25][O:26][C:27]2[CH:32]=[CH:31][CH:30]=[CH:29][CH:28]=2)[CH2:11][CH2:10][N:9]([CH2:12][C:13]2[CH:18]=[CH:17][C:16]([O:19][CH2:20][CH:21]=[CH2:22])=[C:15]([Cl:23])[CH:14]=2)[CH2:8][CH2:7]1)=[O:5])[CH3:2].[Li+].[OH-].[CH2:35](OC1C=CC(CN2CCC(CCOC3C=CC=CC=3)(C(O)=O)CC2)=CC=1Cl)C=C.C(Cl)(=O)C(Cl)=O.CCN(C(C)C)C(C)C.C(O)(C)C. The catalyst is CO.O.C(Cl)Cl. The product is [CH2:20]([O:19][C:16]1[CH:17]=[CH:18][C:13]([CH2:12][N:9]2[CH2:8][CH2:7][C:6]([CH2:24][CH2:25][O:26][C:27]3[CH:28]=[CH:29][CH:30]=[CH:31][CH:32]=3)([C:4]([O:3][CH:1]([CH3:35])[CH3:2])=[O:5])[CH2:11][CH2:10]2)=[CH:14][C:15]=1[Cl:23])[CH:21]=[CH2:22]. The yield is 0.592.